Dataset: Reaction yield outcomes from USPTO patents with 853,638 reactions. Task: Predict the reaction yield, written as a fraction of the theoretical maximum amount of product (1.0 means a 100% yield; for example, 0.34 means a 34% yield). (1) The product is [Cl:1][C:2]1[CH:3]=[C:4]([CH:7]=[C:8]([OH:11])[C:9]=1[OH:10])[CH:5]=[O:6]. The yield is 0.890. The catalyst is ClCCl. The reactants are [Cl:1][C:2]1[CH:3]=[C:4]([CH:7]=[C:8]([O:11]C)[C:9]=1[OH:10])[CH:5]=[O:6].B(Br)(Br)Br. (2) The reactants are [C:1]([C:4]1[CH:11]=[CH:10][C:7]([CH:8]=[O:9])=[CH:6][CH:5]=1)([OH:3])=[O:2].[C:12](Cl)(=O)C. The catalyst is CO. The product is [CH3:12][O:2][C:1]([C:4]1[CH:11]=[CH:10][C:7]([CH:8]=[O:9])=[CH:6][CH:5]=1)=[O:3]. The yield is 0.960. (3) The reactants are [Cl:1][C:2]1[C:3]([NH:18][C:19]2[C:27]([F:28])=[CH:26][CH:25]=[CH:24][C:20]=2[C:21](O)=[O:22])=[CH:4][C:5]([NH:8][C:9]2[N:13]([CH:14]([CH3:16])[CH3:15])[N:12]=[C:11]([CH3:17])[CH:10]=2)=[N:6][CH:7]=1.C1C=CC2[N:37]([OH:38])N=NC=2C=1.[CH2:39](Cl)CCl.CCN(C(C)C)C(C)C. The catalyst is CN(C)C=O.C(O)(=O)C.O. The product is [Cl:1][C:2]1[C:3]([NH:18][C:19]2[C:27]([F:28])=[CH:26][CH:25]=[CH:24][C:20]=2[C:21]([NH:37][O:38][CH3:39])=[O:22])=[CH:4][C:5]([NH:8][C:9]2[N:13]([CH:14]([CH3:15])[CH3:16])[N:12]=[C:11]([CH3:17])[CH:10]=2)=[N:6][CH:7]=1. The yield is 0.305. (4) The reactants are [Cl:1][C:2]1[CH:10]=[C:9]2[C:5]([CH:6]=[CH:7][NH:8]2)=[CH:4][C:3]=1B1OCC(C)(C)CO1.[C:19](=O)([O-])[O-:20].[K+].[K+].Br[C:26]1[CH:35]=[CH:34][C:29]([O:30][CH2:31][CH2:32][OH:33])=[C:28]([F:36])[CH:27]=1. The catalyst is CN(C=O)C.O1CCOCC1.C1C=CC(P(C2C=CC=CC=2)[C-]2C=CC=C2)=CC=1.C1C=CC(P(C2C=CC=CC=2)[C-]2C=CC=C2)=CC=1.Cl[Pd]Cl.[Fe+2]. The product is [Cl:1][C:2]1[CH:10]=[C:9]2[C:5]([C:6]([CH:19]=[O:20])=[CH:7][NH:8]2)=[CH:4][C:3]=1[C:26]1[CH:35]=[CH:34][C:29]([O:30][CH2:31][CH2:32][OH:33])=[C:28]([F:36])[CH:27]=1. The yield is 0.300. (5) The reactants are [F:1][C:2]1[CH:3]=[C:4]2[C:8](=[CH:9][CH:10]=1)[NH:7][N:6]=[C:5]2[I:11].Br[CH2:13][CH:14]([CH3:16])[CH3:15]. No catalyst specified. The product is [F:1][C:2]1[CH:3]=[C:4]2[C:8](=[CH:9][CH:10]=1)[N:7]([CH2:13][CH:14]([CH3:16])[CH3:15])[N:6]=[C:5]2[I:11]. The yield is 0.700. (6) The catalyst is C1COCC1. The yield is 0.950. The reactants are S(C)C.[CH3:4][C:5]1[CH:6]=[C:7]2[C:11](=[CH:12][CH:13]=1)[C:10](=[O:14])[CH:9]=[C:8]2[C:15]1[CH:20]=[CH:19][CH:18]=[CH:17][CH:16]=1.CO. The product is [CH3:4][C:5]1[CH:6]=[C:7]2[C:11](=[CH:12][CH:13]=1)[C@@H:10]([OH:14])[CH:9]=[C:8]2[C:15]1[CH:20]=[CH:19][CH:18]=[CH:17][CH:16]=1.